From a dataset of Full USPTO retrosynthesis dataset with 1.9M reactions from patents (1976-2016). Predict the reactants needed to synthesize the given product. (1) Given the product [F:5][C:6]1[CH:14]=[C:13]([N+:15]([O-:17])=[O:16])[C:12]([O:2][CH3:1])=[CH:11][C:7]=1[C:8]([NH2:10])=[O:9], predict the reactants needed to synthesize it. The reactants are: [CH3:1][OH:2].[H-].[Na+].[F:5][C:6]1[CH:14]=[C:13]([N+:15]([O-:17])=[O:16])[C:12](F)=[CH:11][C:7]=1[C:8]([NH2:10])=[O:9]. (2) Given the product [CH2:31]([S:38]([N:41]1[CH2:46][CH2:45][CH:44]([NH:1][C:2]2[CH:3]=[C:4]([C:8]3[S:12][CH:11]=[C:10]([N:13]4[S:19](=[O:29])(=[O:28])[NH:20][C:21](=[O:22])[CH2:14]4)[C:9]=3[CH3:30])[CH:5]=[CH:6][CH:7]=2)[CH2:43][CH2:42]1)(=[O:40])=[O:39])[C:32]1[CH:33]=[CH:34][CH:35]=[CH:36][CH:37]=1, predict the reactants needed to synthesize it. The reactants are: [NH2:1][C:2]1[CH:3]=[C:4]([C:8]2[S:12][CH:11]=[C:10]([N:13]([S:19](=[O:29])(=[O:28])[NH:20][C:21](OC(C)(C)C)=[O:22])[CH2:14]C(OC)=O)[C:9]=2[CH3:30])[CH:5]=[CH:6][CH:7]=1.[CH2:31]([S:38]([N:41]1[CH2:46][CH2:45][C:44](=O)[CH2:43][CH2:42]1)(=[O:40])=[O:39])[C:32]1[CH:37]=[CH:36][CH:35]=[CH:34][CH:33]=1.CC(O)=O.[BH3-]C#N.[Na+].